The task is: Predict the reactants needed to synthesize the given product.. This data is from Full USPTO retrosynthesis dataset with 1.9M reactions from patents (1976-2016). (1) Given the product [F:1][C:2]1[CH:7]=[CH:6][C:5]([NH:8][C:9]([NH:11][C:12]2[CH:17]=[CH:16][C:15]([S:18]([CH:21]([CH2:26][CH2:27][N:28]3[C:33](=[O:34])[C:32]4[CH:35]=[CH:36][CH:37]=[CH:38][C:31]=4[N:30]=[N:29]3)[C:22]([OH:24])=[O:23])(=[O:19])=[O:20])=[CH:14][CH:13]=2)=[O:10])=[CH:4][CH:3]=1, predict the reactants needed to synthesize it. The reactants are: [F:1][C:2]1[CH:7]=[CH:6][C:5]([NH:8][C:9]([NH:11][C:12]2[CH:17]=[CH:16][C:15]([S:18]([CH:21]([CH2:26][CH2:27][N:28]3[C:33](=[O:34])[C:32]4[CH:35]=[CH:36][CH:37]=[CH:38][C:31]=4[N:30]=[N:29]3)[C:22]([O:24]C)=[O:23])(=[O:20])=[O:19])=[CH:14][CH:13]=2)=[O:10])=[CH:4][CH:3]=1.CO.O.[OH-].[Li+]. (2) Given the product [Br:17][CH2:15][C:14]([C:4]1[CH:5]=[CH:6][C:7]([N:8]2[CH2:13][CH2:12][O:11][CH2:10][CH2:9]2)=[C:2]([F:1])[CH:3]=1)=[O:16], predict the reactants needed to synthesize it. The reactants are: [F:1][C:2]1[CH:3]=[C:4]([C:14](=[O:16])[CH3:15])[CH:5]=[CH:6][C:7]=1[N:8]1[CH2:13][CH2:12][O:11][CH2:10][CH2:9]1.[Br:17]Br.C(=O)([O-])O.[Na+].